Dataset: Catalyst prediction with 721,799 reactions and 888 catalyst types from USPTO. Task: Predict which catalyst facilitates the given reaction. (1) Reactant: [CH2:1]([N:3]([CH2:18][CH3:19])[C:4]([C:6]1[CH:15]=[CH:14][C:13]2[C:8](=[CH:9][CH:10]=[CH:11][CH:12]=2)[C:7]=1OC)=[O:5])[CH3:2].CC(C[AlH]CC(C)C)C. Product: [CH2:18]([N:3]([CH2:1][CH3:2])[C:4]([C:6]1[CH:15]=[CH:14][C:13]2[C:8](=[CH:9][CH:10]=[CH:11][CH:12]=2)[CH:7]=1)=[O:5])[CH3:19]. The catalyst class is: 11. (2) Reactant: C1C2C(COC(=O)[NH:17][C@H:18]([C:30](=[O:40])[NH:31][C:32]3[CH:37]=[CH:36][C:35]([I:38])=[CH:34][C:33]=3[F:39])[CH2:19][C:20]3[CH:29]=[CH:28][C:27]4[C:22](=[CH:23][CH:24]=[CH:25][CH:26]=4)[CH:21]=3)C3C(=CC=CC=3)C=2C=CC=1.N1CCCCC1. Product: [NH2:17][C@@H:18]([CH2:19][C:20]1[CH:29]=[CH:28][C:27]2[C:22](=[CH:23][CH:24]=[CH:25][CH:26]=2)[CH:21]=1)[C:30]([NH:31][C:32]1[CH:37]=[CH:36][C:35]([I:38])=[CH:34][C:33]=1[F:39])=[O:40]. The catalyst class is: 4. (3) Reactant: [F:1][C:2]1([F:18])[CH2:7][CH2:6][CH:5]([CH:8]([CH:10]2[CH2:15][CH2:14][C:13]([F:17])([F:16])[CH2:12][CH2:11]2)[OH:9])[CH2:4][CH2:3]1.CC(OI1(OC(C)=O)(OC(C)=O)OC(=O)C2C=CC=CC1=2)=O. Product: [F:1][C:2]1([F:18])[CH2:7][CH2:6][CH:5]([C:8]([CH:10]2[CH2:15][CH2:14][C:13]([F:16])([F:17])[CH2:12][CH2:11]2)=[O:9])[CH2:4][CH2:3]1. The catalyst class is: 2. (4) Reactant: [CH3:1][S:2]([C:5]1[CH:6]=[C:7]([C:11]2[S:15][C:14]([CH2:16][NH:17][S:18]([C:21]3[CH:26]=[CH:25][CH:24]=[CH:23][C:22]=3[C:27]([F:30])([F:29])[F:28])(=[O:20])=[O:19])=[CH:13][CH:12]=2)[CH:8]=[CH:9][CH:10]=1)(=[O:4])=[O:3].[CH3:31][O:32][CH2:33][CH2:34]Br.C(=O)([O-])[O-].[Cs+].[Cs+]. Product: [CH3:1][S:2]([C:5]1[CH:6]=[C:7]([C:11]2[S:15][C:14]([CH2:16][N:17]([CH2:34][CH2:33][O:32][CH3:31])[S:18]([C:21]3[CH:26]=[CH:25][CH:24]=[CH:23][C:22]=3[C:27]([F:30])([F:28])[F:29])(=[O:20])=[O:19])=[CH:13][CH:12]=2)[CH:8]=[CH:9][CH:10]=1)(=[O:3])=[O:4]. The catalyst class is: 80. (5) Reactant: C[O:2][C:3](=[O:20])[C:4]1[CH:9]=[C:8]([C:10]2[CH:11]=[N:12][C:13]3[NH:14][CH2:15][CH2:16][CH2:17][C:18]=3[CH:19]=2)[CH:7]=[N:6][CH:5]=1.[C:21]([N:29]=C=O)(=[O:28])C1C=CC=CC=1.C([O-])([O-])=O.[K+].[K+]. Product: [C:21]([N:14]1[C:13]2[N:12]=[CH:11][C:10]([C:8]3[CH:7]=[N:6][CH:5]=[C:4]([CH:9]=3)[C:3]([OH:2])=[O:20])=[CH:19][C:18]=2[CH2:17][CH2:16][CH2:15]1)(=[O:28])[NH2:29]. The catalyst class is: 2. (6) Reactant: [CH2:1]([O:3][C:4]([C:6]1[C:15](=[O:16])[C:14]2[C:9](=[C:10]([C:19]#[C:20][CH2:21][C@@H:22]3[C@@H:26]([OH:27])[CH2:25][CH2:24][N:23]3[C:28]([O:30][C:31]([CH3:34])([CH3:33])[CH3:32])=[O:29])[C:11]([F:18])=[C:12]([F:17])[CH:13]=2)[N:8]([CH:35]2[CH2:37][CH2:36]2)[CH:7]=1)=[O:5])[CH3:2].N#N.N1C2C(=CC=CC=2)C=CC=1.C(N(CC)CC)C. Product: [CH2:1]([O:3][C:4]([C:6]1[C:15](=[O:16])[C:14]2[C:9](=[C:10](/[CH:19]=[CH:20]\[CH2:21][C@@H:22]3[C@@H:26]([OH:27])[CH2:25][CH2:24][N:23]3[C:28]([O:30][C:31]([CH3:32])([CH3:33])[CH3:34])=[O:29])[C:11]([F:18])=[C:12]([F:17])[CH:13]=2)[N:8]([CH:35]2[CH2:36][CH2:37]2)[CH:7]=1)=[O:5])[CH3:2]. The catalyst class is: 29. (7) Reactant: [NH2:1][CH2:2][C:3]([NH:5][C:6]1[CH:7]=[C:8]2[C:13](=[CH:14][C:15]=1[O:16][CH3:17])[N:12]=[CH:11][N:10]=[C:9]2[NH:18][C:19]1[CH:24]=[CH:23][C:22]([O:25][CH2:26][C:27]2[CH:32]=[CH:31][CH:30]=[C:29]([F:33])[CH:28]=2)=[C:21]([Cl:34])[CH:20]=1)=[O:4].[C:35](O)(=[O:38])[CH:36]=[CH2:37].N1C=CC=CC=1.Cl.CN(C)CCCN=C=NCC. Product: [Cl:34][C:21]1[CH:20]=[C:19]([NH:18][C:9]2[C:8]3[C:13](=[CH:14][C:15]([O:16][CH3:17])=[C:6]([NH:5][C:3]([CH2:2][NH:1][C:35](=[O:38])[CH:36]=[CH2:37])=[O:4])[CH:7]=3)[N:12]=[CH:11][N:10]=2)[CH:24]=[CH:23][C:22]=1[O:25][CH2:26][C:27]1[CH:32]=[CH:31][CH:30]=[C:29]([F:33])[CH:28]=1. The catalyst class is: 1.